This data is from Peptide-MHC class II binding affinity with 134,281 pairs from IEDB. The task is: Regression. Given a peptide amino acid sequence and an MHC pseudo amino acid sequence, predict their binding affinity value. This is MHC class II binding data. (1) The MHC is DRB1_0101 with pseudo-sequence DRB1_0101. The peptide sequence is SQKSKLINDLILLGS. The binding affinity (normalized) is 0.591. (2) The peptide sequence is KDPYGATISATPESA. The MHC is HLA-DPA10301-DPB10402 with pseudo-sequence HLA-DPA10301-DPB10402. The binding affinity (normalized) is 0.0908. (3) The peptide sequence is SLLWNGPMAVSMTGVK. The MHC is DRB4_0103 with pseudo-sequence DRB4_0103. The binding affinity (normalized) is 0.566. (4) The peptide sequence is KYNLNRAMMLDDLTM. The MHC is DRB1_0405 with pseudo-sequence DRB1_0405. The binding affinity (normalized) is 0.563. (5) The peptide sequence is AAVVLPGLVGLAGGAATAGA. The MHC is DRB1_0301 with pseudo-sequence DRB1_0301. The binding affinity (normalized) is 0. (6) The peptide sequence is FYTTGAVRQIFGDYKTTICG. The MHC is H-2-IAk with pseudo-sequence H-2-IAk. The binding affinity (normalized) is 0.217. (7) The peptide sequence is AQIYQAVSAQAAAIH. The binding affinity (normalized) is 0.405. The MHC is HLA-DQA10201-DQB10202 with pseudo-sequence HLA-DQA10201-DQB10202. (8) The peptide sequence is RNVFDEVIPTAFKIG. The MHC is HLA-DQA10401-DQB10402 with pseudo-sequence HLA-DQA10401-DQB10402. The binding affinity (normalized) is 0.149. (9) The peptide sequence is ISGLKPGVDYTITVY. The MHC is DRB1_1602 with pseudo-sequence DRB1_1602. The binding affinity (normalized) is 0.511.